From a dataset of Forward reaction prediction with 1.9M reactions from USPTO patents (1976-2016). Predict the product of the given reaction. (1) Given the reactants [O:1]1[CH2:6][CH2:5][NH:4][C:3]2[CH:7]=[CH:8][C:9]([O:11][C:12]3[C:21]4[C:16](=[CH:17][C:18]([O:23][CH3:24])=[C:19]([OH:22])[CH:20]=4)[N:15]=[CH:14][CH:13]=3)=[CH:10][C:2]1=2.[CH3:25][C:26]1[O:30][N:29]=[C:28]([NH:31][C:32](=O)[O:33]C2C=CC([N+]([O-])=O)=CC=2)[CH:27]=1.C(N(CC)CC)C, predict the reaction product. The product is: [OH:22][C:19]1[CH:20]=[C:21]2[C:16](=[CH:17][C:18]=1[O:23][CH3:24])[N:15]=[CH:14][CH:13]=[C:12]2[O:11][C:9]1[CH:8]=[CH:7][C:3]2[N:4]([C:32]([NH:31][C:28]3[CH:27]=[C:26]([CH3:25])[O:30][N:29]=3)=[O:33])[CH2:5][CH2:6][O:1][C:2]=2[CH:10]=1. (2) Given the reactants [CH2:1](C1(C)OC(=O)C(C)C(=O)O1)C.[CH2:13]([C:15]1([CH2:24][CH3:25])[O:20][C:19](=[O:21])[CH:18]([CH3:22])[C:17](=[O:23])[O:16]1)[CH3:14], predict the reaction product. The product is: [CH2:24]([C:15]1([CH2:13][CH3:14])[O:16][C:17](=[O:23])[C:18]([CH3:1])([CH3:22])[C:19](=[O:21])[O:20]1)[CH3:25]. (3) Given the reactants [F:1][B-:2]([F:5])([F:4])[F:3].C([C:8]1C=CC=[CH:10][N+:9]=1N(C)C)#N.[N:17]#[C:18]Br.[Na+].[Cl-].Cl.[OH-].[Na+].NCC(O)=O.OC1O[C@H:38]([CH2:40]O)[C@@H:36](O)[C@H:34](O)[C@@H:32]1[NH2:33].OC1O[C@H](CO)[C@@H](O)[C@H](O)[C@H]1N.O=C[C@@H]([C@H]([C@@H]([C@@H](CO)O)O)O)O.O=C[C@H]([C@H]([C@@H]([C@@H](CO)O)O)O)O, predict the reaction product. The product is: [B-:2]([F:5])([F:4])([F:3])[F:1].[CH3:8][N:9]([C:36]1[CH:34]=[CH:32][N+:33]([C:18]#[N:17])=[CH:40][CH:38]=1)[CH3:10]. (4) Given the reactants [CH3:1][NH:2][C@H:3]1[C:12]2[C:7](=[CH:8][CH:9]=[CH:10][CH:11]=2)[CH2:6][CH2:5][C@@H:4]1[CH3:13].C(N(CC)CC)C.[CH3:21][C:22]1[N:26]([CH2:27][C:28]([N:30]2[CH2:35][CH2:34][CH:33]([C:36]3[S:37][CH:38]=[C:39]([C:41](Cl)=[O:42])[N:40]=3)[CH2:32][CH2:31]2)=[O:29])[N:25]=[C:24]([C:44]([F:47])([F:46])[F:45])[CH:23]=1, predict the reaction product. The product is: [CH3:1][N:2]([C@H:3]1[C:12]2[C:7](=[CH:8][CH:9]=[CH:10][CH:11]=2)[CH2:6][CH2:5][C@@H:4]1[CH3:13])[C:41]([C:39]1[N:40]=[C:36]([CH:33]2[CH2:34][CH2:35][N:30]([C:28](=[O:29])[CH2:27][N:26]3[C:22]([CH3:21])=[CH:23][C:24]([C:44]([F:45])([F:47])[F:46])=[N:25]3)[CH2:31][CH2:32]2)[S:37][CH:38]=1)=[O:42]. (5) Given the reactants Br[C:2]1[CH:7]=[CH:6][N:5]=[C:4]2[N:8]([CH2:11][O:12][CH2:13][CH2:14][Si:15]([CH3:18])([CH3:17])[CH3:16])[CH:9]=[CH:10][C:3]=12.C([Mg]Cl)(C)C.[Cl:24][CH2:25][C:26](N(OC)C)=[O:27], predict the reaction product. The product is: [Cl:24][CH2:25][C:26]([C:2]1[CH:7]=[CH:6][N:5]=[C:4]2[N:8]([CH2:11][O:12][CH2:13][CH2:14][Si:15]([CH3:18])([CH3:17])[CH3:16])[CH:9]=[CH:10][C:3]=12)=[O:27]. (6) Given the reactants [CH2:1]1[C:7]2[CH:8]=[CH:9][CH:10]=[CH:11][C:6]=2[CH2:5][C:4](=O)[NH:3][C:2]1=O.CO.[ClH:16], predict the reaction product. The product is: [ClH:16].[CH2:5]1[C:6]2[CH:11]=[CH:10][CH:9]=[CH:8][C:7]=2[CH2:1][CH2:2][NH:3][CH2:4]1. (7) Given the reactants O.[C:2](=[O:5])([O-])[O-].[K+].[K+].[CH3:8][C:9]1[C:18]([C:19]([C:21]2C=[N:23][N:24]([CH2:27][CH3:28])[C:25]=2O)=[O:20])=[CH:17][CH:16]=[C:15]2[C:10]=1[CH2:11][CH2:12][CH2:13][S:14]2(=[O:30])=[O:29].[C:31]1([CH3:41])[CH:36]=[CH:35][C:34]([S:37](Cl)(=[O:39])=[O:38])=[CH:33][CH:32]=1, predict the reaction product. The product is: [CH3:8][C:9]1[C:18]([C:19]([C:21]2[C:2]([O:5][S:37]([C:34]3[CH:35]=[CH:36][C:31]([CH3:41])=[CH:32][CH:33]=3)(=[O:39])=[O:38])=[N:23][N:24]([CH2:27][CH3:28])[CH:25]=2)=[O:20])=[CH:17][CH:16]=[C:15]2[C:10]=1[CH2:11][CH2:12][CH2:13][S:14]2(=[O:29])=[O:30]. (8) Given the reactants [Br:1][C:2]1[CH:3]=[C:4]2[C:8](=[CH:9][CH:10]=1)[NH:7][C:6]([C:11](=[O:17])[NH:12][C:13]([CH3:16])([CH3:15])[CH3:14])=[C:5]2[CH2:18][C:19]([O:21]C)=[O:20].[Li+].[OH-].CCOC(C)=O, predict the reaction product. The product is: [Br:1][C:2]1[CH:3]=[C:4]2[C:8](=[CH:9][CH:10]=1)[NH:7][C:6]([C:11](=[O:17])[NH:12][C:13]([CH3:14])([CH3:15])[CH3:16])=[C:5]2[CH2:18][C:19]([OH:21])=[O:20].